This data is from Full USPTO retrosynthesis dataset with 1.9M reactions from patents (1976-2016). The task is: Predict the reactants needed to synthesize the given product. (1) Given the product [CH2:25]([C:22]1[CH:23]=[CH:24][C:19]([C:8]2[C:7]([CH2:6][O:5][C:28]3[CH:33]=[CH:32][C:31]([CH2:34][CH2:35][C:36]([OH:38])=[O:37])=[C:30]([CH3:41])[C:29]=3[CH3:42])=[C:11]([C:12]([F:18])([F:17])[C:13]([F:16])([F:15])[F:14])[S:10][N:9]=2)=[CH:20][CH:21]=1)[CH3:26], predict the reactants needed to synthesize it. The reactants are: CS([O:5][CH2:6][C:7]1[C:8]([C:19]2[CH:24]=[CH:23][C:22]([CH2:25][CH3:26])=[CH:21][CH:20]=2)=[N:9][S:10][C:11]=1[C:12]([F:18])([F:17])[C:13]([F:16])([F:15])[F:14])(=O)=O.O[C:28]1[CH:33]=[CH:32][C:31]([CH2:34][CH2:35][C:36]([O:38]CC)=[O:37])=[C:30]([CH3:41])[C:29]=1[CH3:42]. (2) Given the product [F:21][C:18]1[CH:17]=[CH:16][C:15]([C:11]2[C:10]([C:22]3[CH:23]=[CH:24][N:25]=[CH:26][CH:27]=3)=[C:9]([NH:28][CH2:29][CH2:30][N:31]3[CH2:36][CH2:35][O:34][CH2:33][CH2:32]3)[N:8]3[C:12]=2[C:13](=[O:14])[CH2:5][CH2:6][CH2:7]3)=[CH:20][CH:19]=1, predict the reactants needed to synthesize it. The reactants are: COC([CH:5]1[C:13](=[O:14])[C:12]2[N:8]([C:9]([NH:28][CH2:29][CH2:30][N:31]3[CH2:36][CH2:35][O:34][CH2:33][CH2:32]3)=[C:10]([C:22]3[CH:27]=[CH:26][N:25]=[CH:24][CH:23]=3)[C:11]=2[C:15]2[CH:20]=[CH:19][C:18]([F:21])=[CH:17][CH:16]=2)[CH2:7][CH2:6]1)=O.[OH-].[Na+].Cl. (3) Given the product [Br:1][CH2:2][C:3]([C:5]1[CH:10]=[CH:9][C:8]([N:11]([CH3:13])[CH3:12])=[CH:7][CH:6]=1)=[O:4], predict the reactants needed to synthesize it. The reactants are: [Br:1][CH:2](Br)[C:3]([C:5]1[CH:10]=[CH:9][C:8]([N:11]([CH3:13])[CH3:12])=[CH:7][CH:6]=1)=[O:4].P([O-])(OCC)OCC.C(N(CC)CC)C. (4) Given the product [Cl:11][C:8]1[CH:9]=[CH:10][C:5]([CH2:4][C:3]([OH:32])=[O:2])=[CH:6][C:7]=1[O:12][CH2:13][CH2:14][N:15]1[CH:20]([CH3:21])[CH2:19][N:18]([C:22]2[CH:27]=[CH:26][CH:25]=[CH:24][CH:23]=2)[CH2:17][C:16]1([C:29](=[O:31])[NH2:30])[CH3:28], predict the reactants needed to synthesize it. The reactants are: C[O:2][C:3](=[O:32])[CH2:4][C:5]1[CH:10]=[CH:9][C:8]([Cl:11])=[C:7]([O:12][CH2:13][CH2:14][N:15]2[CH:20]([CH3:21])[CH2:19][N:18]([C:22]3[CH:27]=[CH:26][CH:25]=[CH:24][CH:23]=3)[CH2:17][C:16]2([C:29](=[O:31])[NH2:30])[CH3:28])[CH:6]=1.[OH-].[Na+].Cl. (5) Given the product [Cl:26][C:27]1[C:28]([C:7]2[CH:12]=[CH:11][C:10]([F:13])=[C:9]([NH:14][CH2:15][C:16]3([CH2:22][CH3:23])[CH2:17][CH2:18][O:19][CH2:20][CH2:21]3)[N:8]=2)=[CH:29][C:30]([F:33])=[N:31][CH:32]=1, predict the reactants needed to synthesize it. The reactants are: FC(F)(F)S(O[C:7]1[CH:12]=[CH:11][C:10]([F:13])=[C:9]([NH:14][CH2:15][C:16]2([CH2:22][CH3:23])[CH2:21][CH2:20][O:19][CH2:18][CH2:17]2)[N:8]=1)(=O)=O.[Cl:26][C:27]1[C:28](B(O)O)=[CH:29][C:30]([F:33])=[N:31][CH:32]=1.C(Cl)Cl.C(=O)([O-])[O-].[Na+].[Na+].